Dataset: Full USPTO retrosynthesis dataset with 1.9M reactions from patents (1976-2016). Task: Predict the reactants needed to synthesize the given product. (1) Given the product [CH:3]1([NH:6][C:7](=[O:25])[C:8]2[CH:13]=[C:12]([C:14]3[CH:15]=[C:16]4[C:20](=[CH:21][CH:22]=3)[N:19]([CH2:27][CH:28]3[CH2:32][CH2:31][CH2:30][O:29]3)[N:18]=[CH:17]4)[C:11]([CH3:23])=[C:10]([F:24])[CH:9]=2)[CH2:4][CH2:5]1, predict the reactants needed to synthesize it. The reactants are: [H-].[Na+].[CH:3]1([NH:6][C:7](=[O:25])[C:8]2[CH:13]=[C:12]([C:14]3[CH:15]=[C:16]4[C:20](=[CH:21][CH:22]=3)[NH:19][N:18]=[CH:17]4)[C:11]([CH3:23])=[C:10]([F:24])[CH:9]=2)[CH2:5][CH2:4]1.Br[CH2:27][CH:28]1[CH2:32][CH2:31][CH2:30][O:29]1. (2) Given the product [CH2:1]([N:5]1[C:13]2[N:12]=[C:11]([Cl:14])[N:10]([CH2:15][CH:16]=[CH2:17])[C:9]=2[C:8](=[O:18])[N:7]([CH2:31][CH2:30][CH2:27][C:28]#[N:29])[C:6]1=[O:19])[CH2:2][CH2:3][CH3:4], predict the reactants needed to synthesize it. The reactants are: [CH2:1]([N:5]1[C:13]2[N:12]=[C:11]([Cl:14])[N:10]([CH2:15][CH:16]=[CH2:17])[C:9]=2[C:8](=[O:18])[NH:7][C:6]1=[O:19])[CH2:2][CH2:3][CH3:4].C([O-])([O-])=O.[Cs+].[Cs+].Br[CH:27]([CH2:30][CH3:31])[C:28]#[N:29]. (3) Given the product [CH3:3][O:4][C:5]1[N:6]=[CH:7][C:8]([CH2:9][OH:10])=[CH:12][C:13]=1[N+:14]([O-:16])=[O:15], predict the reactants needed to synthesize it. The reactants are: B#B.[CH3:3][O:4][C:5]1[C:13]([N+:14]([O-:16])=[O:15])=[CH:12][C:8]([C:9](O)=[O:10])=[CH:7][N:6]=1.CO. (4) Given the product [O:15]1[CH:10]([C:8]2[N:7]([C:20]3[CH:25]=[CH:24][CH:23]=[CH:22][CH:21]=3)[C:6]3[CH:26]=[C:2]([C:30]4[CH:31]=[CH:32][N:27]=[CH:28][CH:29]=4)[CH:3]=[CH:4][C:5]=3[N:9]=2)[CH2:11][O:12][C:13]2[CH:19]=[CH:18][CH:17]=[CH:16][C:14]1=2, predict the reactants needed to synthesize it. The reactants are: Br[C:2]1[CH:3]=[CH:4][C:5]2[N:9]=[C:8]([CH:10]3[O:15][C:14]4[CH:16]=[CH:17][CH:18]=[CH:19][C:13]=4[O:12][CH2:11]3)[N:7]([C:20]3[CH:25]=[CH:24][CH:23]=[CH:22][CH:21]=3)[C:6]=2[CH:26]=1.[N:27]1[CH:32]=[CH:31][C:30](B(O)O)=[CH:29][CH:28]=1.C(=O)([O-])[O-].[Na+].[Na+]. (5) The reactants are: F[C:2]1[CH:7]=[C:6]([F:8])[CH:5]=[CH:4][C:3]=1[C:9]1[N:14]=[CH:13][N:12]=[C:11]([NH:15][C:16]2[CH:21]=[CH:20][CH:19]=[C:18]([CH2:22][S:23]([CH3:26])(=[O:25])=[O:24])[CH:17]=2)[N:10]=1.[F:27][C:28]1[CH:35]=[C:34]([F:36])[C:33]([F:37])=[CH:32][C:29]=1[CH2:30][OH:31]. Given the product [F:8][C:6]1[CH:5]=[CH:4][C:3]([C:9]2[N:14]=[CH:13][N:12]=[C:11]([NH:15][C:16]3[CH:21]=[CH:20][CH:19]=[C:18]([CH2:22][S:23]([CH3:26])(=[O:25])=[O:24])[CH:17]=3)[N:10]=2)=[C:2]([O:31][CH2:30][C:29]2[CH:32]=[C:33]([F:37])[C:34]([F:36])=[CH:35][C:28]=2[F:27])[CH:7]=1, predict the reactants needed to synthesize it. (6) Given the product [CH2:1]([O:8][C:9]1[CH:26]=[CH:25][C:12]([O:13][C:14]2[CH:24]=[CH:23][C:17]([O:18][CH2:19][C@@H:20]([NH:22][C:27](=[O:29])[CH3:28])[CH3:21])=[CH:16][CH:15]=2)=[CH:11][CH:10]=1)[C:2]1[CH:3]=[CH:4][CH:5]=[CH:6][CH:7]=1, predict the reactants needed to synthesize it. The reactants are: [CH2:1]([O:8][C:9]1[CH:26]=[CH:25][C:12]([O:13][C:14]2[CH:24]=[CH:23][C:17]([O:18][CH2:19][C@@H:20]([NH2:22])[CH3:21])=[CH:16][CH:15]=2)=[CH:11][CH:10]=1)[C:2]1[CH:7]=[CH:6][CH:5]=[CH:4][CH:3]=1.[C:27](OC(=O)C)(=[O:29])[CH3:28]. (7) Given the product [ClH:18].[ClH:1].[N:2]12[CH2:7][CH2:6][CH:5]([CH2:8][CH2:9]1)[C@@H:4]([NH:10][C:11]([C:13]1[S:14][C:15]3[CH:22]=[C:21]([NH2:23])[CH:20]=[CH:19][C:16]=3[C:17]=1[Cl:18])=[O:12])[CH2:3]2, predict the reactants needed to synthesize it. The reactants are: [ClH:1].[N:2]12[CH2:9][CH2:8][CH:5]([CH2:6][CH2:7]1)[C@@H:4]([NH:10][C:11]([C:13]1[S:14][C:15]3[CH:22]=[C:21]([N+:23]([O-])=O)[CH:20]=[CH:19][C:16]=3[C:17]=1[Cl:18])=[O:12])[CH2:3]2. (8) Given the product [Cl:1][C:2]1[CH:7]=[C:6]([I:8])[CH:5]=[CH:4][C:3]=1[NH:9][C:10]1[N:15]([CH3:16])[C:14](=[O:17])[N:13]([CH3:18])[C:12](=[O:19])[C:11]=1[C:20]([NH:22][O:23][CH2:24][C@H:25]([OH:26])[CH2:29][OH:28])=[O:21], predict the reactants needed to synthesize it. The reactants are: [Cl:1][C:2]1[CH:7]=[C:6]([I:8])[CH:5]=[CH:4][C:3]=1[NH:9][C:10]1[N:15]([CH3:16])[C:14](=[O:17])[N:13]([CH3:18])[C:12](=[O:19])[C:11]=1[C:20]([NH:22][O:23][CH2:24][C@H:25]1[CH2:29][O:28]C(C)(C)[O:26]1)=[O:21].C1COCC1.C1(C)C=CC(S(O)(=O)=O)=CC=1. (9) Given the product [C:1]([N:5]([CH2:13][CH2:14][CH2:15][CH2:16][CH2:17][CH2:18][OH:19])[C:6](=[O:12])[C:7]([O:9][CH2:10][CH3:11])=[O:8])([CH3:3])([CH3:4])[CH3:2], predict the reactants needed to synthesize it. The reactants are: [C:1]([N:5]([CH2:13][CH2:14][CH2:15][CH2:16][CH2:17][CH2:18][O:19][Si](C(C)(C)C)(C)C)[C:6](=[O:12])[C:7]([O:9][CH2:10][CH3:11])=[O:8])([CH3:4])([CH3:3])[CH3:2].[F-].C([N+](CCCC)(CCCC)CCCC)CCC.